From a dataset of Reaction yield outcomes from USPTO patents with 853,638 reactions. Predict the reaction yield, written as a fraction of the theoretical maximum amount of product (1.0 means a 100% yield; for example, 0.34 means a 34% yield). (1) The reactants are S([O:11][CH2:12][CH2:13][O:14][CH2:15][CH2:16][O:17][CH2:18][CH2:19][O:20][CH2:21][CH2:22][OH:23])(C1C=CC(C)=CC=1)(=O)=O.[C:24]1(=[O:34])[NH:28][C:27](=[O:29])[C:26]2=[CH:30][CH:31]=[CH:32][CH:33]=[C:25]12.N12CCCN=C1CCCCC2. The catalyst is CN(C=O)C. The product is [C:24]1(=[O:34])[NH:28][C:27](=[O:29])[C:26]2=[CH:30][CH:31]=[CH:32][CH:33]=[C:25]12.[CH2:22]([OH:23])[CH2:21][O:20][CH2:19][CH2:18][O:17][CH2:16][CH2:15][O:14][CH2:13][CH2:12][OH:11]. The yield is 0.800. (2) The reactants are C12BC(CCC1)CCC2.[CH2:10]([OH:15])[CH2:11][CH2:12][CH:13]=[CH2:14].Cl.Br[C:18]1[CH:23]=[CH:22][N:21]=[CH:20][CH:19]=1. The catalyst is O1CCCC1.O.CN(C)C=O.C1C=CC([P]([Pd]([P](C2C=CC=CC=2)(C2C=CC=CC=2)C2C=CC=CC=2)([P](C2C=CC=CC=2)(C2C=CC=CC=2)C2C=CC=CC=2)[P](C2C=CC=CC=2)(C2C=CC=CC=2)C2C=CC=CC=2)(C2C=CC=CC=2)C2C=CC=CC=2)=CC=1.C(=O)([O-])[O-].[K+].[K+]. The product is [N:21]1[CH:22]=[CH:23][CH:18]=[CH:19][C:20]=1[CH2:14][CH2:13][CH2:12][CH2:11][CH2:10][OH:15]. The yield is 0.480. (3) The reactants are [I:1][C:2]1[CH:3]=[C:4]2[C:8](=[CH:9][CH:10]=1)[NH:7][C:6](=[O:11])[C:5]2=O.[N:13]1([C:19]2[N:20]=[N:21][N:22]([CH2:24][C:25]([NH:27][NH2:28])=[O:26])[N:23]=2)[CH2:18][CH2:17][O:16][CH2:15][CH2:14]1. The catalyst is C(O)(=O)C. The product is [I:1][C:2]1[CH:3]=[C:4]2[C:8](=[CH:9][CH:10]=1)[NH:7][C:6](=[O:11])[C:5]2=[N:28][NH:27][C:25](=[O:26])[CH2:24][N:22]1[N:21]=[N:20][C:19]([N:13]2[CH2:18][CH2:17][O:16][CH2:15][CH2:14]2)=[N:23]1. The yield is 0.760. (4) The reactants are [F:1][C:2]1[C:21]([NH:22][C:23]([NH:25][C:26]2[CH:27]=[N:28][C:29]([CH3:32])=[CH:30][CH:31]=2)=[O:24])=[C:20]([F:33])[CH:19]=[CH:18][C:3]=1[CH2:4][N:5]1[CH2:10][CH2:9][N:8]([C:11]([O:13][C:14](C)(C)C)=[O:12])[CH2:7][CH2:6]1.Cl.ClC(OC)=O.CCN(CC)CC. The catalyst is CO.O1CCOCC1. The product is [F:1][C:2]1[C:21]([NH:22][C:23]([NH:25][C:26]2[CH:27]=[N:28][C:29]([CH3:32])=[CH:30][CH:31]=2)=[O:24])=[C:20]([F:33])[CH:19]=[CH:18][C:3]=1[CH2:4][N:5]1[CH2:10][CH2:9][N:8]([C:11]([O:13][CH3:14])=[O:12])[CH2:7][CH2:6]1. The yield is 0.380. (5) The reactants are [O:1]1[C:11]2C=CC=[C:7](C(O)=O)[C:6]=2[CH:5]=[CH:4][C:2]1=[O:3].[NH2:15][C:16]1([C:22]([OH:24])=[O:23])[CH2:21][CH2:20][CH2:19][CH2:18][CH2:17]1.C(N(CC)CC)C.C(OCC)(=[O:34])C. The catalyst is CN(C)C=O. The product is [O:3]=[C:2]1[CH:4]=[CH:5][C:6]([C:7]([NH:15][C:16]2([C:22]([OH:24])=[O:23])[CH2:21][CH2:20][CH2:19][CH2:18][CH2:17]2)=[O:34])=[CH:11][O:1]1. The yield is 0.600. (6) The reactants are CC([N:5]([C@@H:9]([CH2:22][C:23]1[CH:28]=[CH:27][C:26]([C:29]2[N:30]=[C:31]3[C:36]([CH:37]([OH:39])[CH3:38])=[CH:35][CH:34]=[CH:33][N:32]3[CH:40]=2)=[CH:25][CH:24]=1)[CH2:10][N:11]1[C:19](=[O:20])[C:18]2[C:13](=[CH:14][CH:15]=[CH:16][CH:17]=2)[C:12]1=[O:21])[C:6](=[O:8])[O-])(C)C.Cl.O1CCOCC1.C(N(CC)C(C)C)(C)C.[Cl:57][C:58]1[CH:59]=[C:60]([CH:75]=[CH:76][C:77]=1[O:78][CH:79]([CH3:81])[CH3:80])C(OC1C(F)=C(F)C(F)=C(F)C=1F)=O. The catalyst is O. The product is [Cl:57][C:58]1[CH:59]=[C:60]([CH:75]=[CH:76][C:77]=1[O:78][CH:79]([CH3:81])[CH3:80])[C:6]([NH:5][C@@H:9]([CH2:22][C:23]1[CH:24]=[CH:25][C:26]([C:29]2[N:30]=[C:31]3[C:36]([CH:37]([OH:39])[CH3:38])=[CH:35][CH:34]=[CH:33][N:32]3[CH:40]=2)=[CH:27][CH:28]=1)[CH2:10][N:11]1[C:12](=[O:21])[C:13]2[C:18](=[CH:17][CH:16]=[CH:15][CH:14]=2)[C:19]1=[O:20])=[O:8]. The yield is 1.00. (7) The reactants are [CH2:1]([C:4]1[CH:9]=[CH:8][CH:7]=[CH:6][CH:5]=1)[CH:2]=[CH2:3].C([O:12][CH2:13][CH2:14][CH2:15][CH3:16])=C. No catalyst specified. The product is [CH2:13]([O:12]/[CH:3]=[CH:2]\[CH2:1][C:4]1[CH:9]=[CH:8][CH:7]=[CH:6][CH:5]=1)[CH2:14][CH2:15][CH3:16]. The yield is 0.760. (8) The reactants are [CH3:1][N:2]([CH3:23])[CH2:3][CH2:4][NH:5][C:6]([C:8]1([CH3:22])[CH2:17][CH2:16][C:15]2[C:10](=[C:11]([CH3:21])[C:12]([CH3:20])=[C:13]([OH:19])[C:14]=2[CH3:18])[O:9]1)=[O:7].[O:24]=[N+]([O-])[O-].[O-][N+](=O)[O-].[O-][N+](=O)[O-].[O-][N+](=O)[O-].[O-][N+](=O)[O-].[O-][N+](=O)[O-].[Ce+4].[NH4+].[NH4+].C([O-])(O)=O.[Na+]. No catalyst specified. The product is [CH3:1][N:2]([CH3:23])[CH2:3][CH2:4][NH:5][C:6](=[O:7])[C:8]([OH:24])([CH3:22])[CH2:17][CH2:16][C:15]1[C:10](=[O:9])[C:11]([CH3:21])=[C:12]([CH3:20])[C:13](=[O:19])[C:14]=1[CH3:18]. The yield is 0.830. (9) The reactants are C(N1C=CN=C1)([N:3]1C=CN=C1)=O.[CH3:13][C@@:14]12[C@@H:21]([C:22](O)=[O:23])[CH:20]1[CH2:19][C@@H:18]1[C@@H:16]([C:17]1([CH3:26])[CH3:25])[CH2:15]2.[OH-].[NH4+]. The catalyst is CCOC(C)=O. The product is [CH3:13][C@@:14]12[C@@H:21]([C:22]([NH2:3])=[O:23])[CH:20]1[CH2:19][C@@H:18]1[C@@H:16]([C:17]1([CH3:26])[CH3:25])[CH2:15]2. The yield is 0.940.